Dataset: Forward reaction prediction with 1.9M reactions from USPTO patents (1976-2016). Task: Predict the product of the given reaction. (1) Given the reactants Cl[C:2]1[S:3][C:4]([N:8]([CH3:15])[C:9](=[O:14])[CH2:10][CH2:11][S:12][CH3:13])=[C:5]([Cl:7])[N:6]=1.[F:16][C:17]1[N:22]=[CH:21][C:20](B(O)O)=[CH:19][CH:18]=1.C([O-])([O-])=O.[K+].[K+], predict the reaction product. The product is: [Cl:7][C:5]1[N:6]=[C:2]([C:20]2[CH:21]=[N:22][C:17]([F:16])=[CH:18][CH:19]=2)[S:3][C:4]=1[N:8]([CH3:15])[C:9](=[O:14])[CH2:10][CH2:11][S:12][CH3:13]. (2) Given the reactants [CH3:1][N:2]1[CH2:6][CH2:5][NH:4][C:3]1=[S:7].[CH3:8][I:9], predict the reaction product. The product is: [IH:9].[CH3:1][N:2]1[CH2:6][CH2:5][N:4]=[C:3]1[S:7][CH3:8]. (3) Given the reactants C[Si]([N-][Si](C)(C)C)(C)C.[K+].[OH:11][CH:12]([C:47]1[CH:52]=[CH:51][CH:50]=[CH:49][N:48]=1)[CH2:13][N:14]([CH2:25][C:26]1[CH:31]=[C:30]([C:32]([F:35])([F:34])[F:33])[CH:29]=[CH:28][C:27]=1[C:36]1[CH:41]=[C:40]([CH:42]([CH3:44])[CH3:43])[CH:39]=[CH:38][C:37]=1[O:45][CH3:46])[C:15](=[O:24])OCC1C=CC=CC=1, predict the reaction product. The product is: [CH:42]([C:40]1[CH:39]=[CH:38][C:37]([O:45][CH3:46])=[C:36]([C:27]2[CH:28]=[CH:29][C:30]([C:32]([F:33])([F:35])[F:34])=[CH:31][C:26]=2[CH2:25][N:14]2[CH2:13][CH:12]([C:47]3[CH:52]=[CH:51][CH:50]=[CH:49][N:48]=3)[O:11][C:15]2=[O:24])[CH:41]=1)([CH3:43])[CH3:44]. (4) Given the reactants C[O:2][C:3](=O)[C:4]1[CH:9]=[CH:8][C:7]([C:10]2[CH:15]=[CH:14][C:13]([O:16][C:17]([F:20])([F:19])[F:18])=[CH:12][CH:11]=2)=[N:6][C:5]=1[CH3:21].CC(C[AlH]CC(C)C)C, predict the reaction product. The product is: [CH3:21][C:5]1[C:4]([CH2:3][OH:2])=[CH:9][CH:8]=[C:7]([C:10]2[CH:15]=[CH:14][C:13]([O:16][C:17]([F:19])([F:18])[F:20])=[CH:12][CH:11]=2)[N:6]=1. (5) Given the reactants [O:1]=[C:2]1[N:8]([O:9][CH2:10][CH:11]=[CH2:12])[CH:7]2[CH2:13][N:3]1[N:4]([CH2:18][C:19]([O:21]C(C)(C)C)=[O:20])[C:5]1[CH:17]=[CH:16][CH:15]=[CH:14][C:6]=12, predict the reaction product. The product is: [O:1]=[C:2]1[N:8]([O:9][CH2:10][CH:11]=[CH2:12])[CH:7]2[CH2:13][N:3]1[N:4]([CH2:18][C:19]([OH:21])=[O:20])[C:5]1[CH:17]=[CH:16][CH:15]=[CH:14][C:6]=12. (6) Given the reactants [Br:1][C:2]1[CH:7]=[CH:6][C:5]([CH2:8][NH2:9])=[C:4]([F:10])[CH:3]=1.[C:11](O[C:11]([O:13][C:14]([CH3:17])([CH3:16])[CH3:15])=[O:12])([O:13][C:14]([CH3:17])([CH3:16])[CH3:15])=[O:12].C(N(CC)CC)C.O, predict the reaction product. The product is: [Br:1][C:2]1[CH:7]=[CH:6][C:5]([CH2:8][NH:9][C:11](=[O:12])[O:13][C:14]([CH3:17])([CH3:16])[CH3:15])=[C:4]([F:10])[CH:3]=1. (7) Given the reactants C([O:8][C:9](=[O:23])[NH:10][CH:11]1[CH2:19][C:18]2[C:13](=[CH:14][C:15]([F:21])=[C:16]([F:20])[CH:17]=2)[C:12]1=O)C1C=CC=CC=1.C(O)(C(F)(F)F)=O.C([SiH](CC)CC)C, predict the reaction product. The product is: [F:20][C:16]1[CH:17]=[C:18]2[C:13](=[CH:14][C:15]=1[F:21])[CH:12]1[CH:11]([NH:10][C:9](=[O:8])[O:23]1)[CH2:19]2.